From a dataset of Full USPTO retrosynthesis dataset with 1.9M reactions from patents (1976-2016). Predict the reactants needed to synthesize the given product. (1) Given the product [C:25]([O:24][C:22]([N:19]1[CH2:20][CH2:21][N:16]([CH2:15][C:14]([N:11]2[C:12]3[C:8](=[CH:7][CH:6]=[C:5]([C:3](=[O:2])[NH:32][CH3:31])[CH:13]=3)[CH2:9][CH2:10]2)=[O:30])[CH2:17][C@H:18]1[CH3:29])=[O:23])([CH3:27])([CH3:26])[CH3:28], predict the reactants needed to synthesize it. The reactants are: C[O:2][C:3]([C:5]1[CH:13]=[C:12]2[C:8]([CH2:9][CH2:10][N:11]2[C:14](=[O:30])[CH2:15][N:16]2[CH2:21][CH2:20][N:19]([C:22]([O:24][C:25]([CH3:28])([CH3:27])[CH3:26])=[O:23])[C@H:18]([CH3:29])[CH2:17]2)=[CH:7][CH:6]=1)=O.[CH3:31][NH2:32]. (2) Given the product [Br:3][C:4]1[CH:5]=[C:6]2[C:10](=[CH:11][CH:12]=1)[CH2:9][CH:8]([C:13]([O:15][CH2:16][CH3:17])=[O:14])[CH2:7]2, predict the reactants needed to synthesize it. The reactants are: [Cl-].[Li+].[Br:3][C:4]1[CH:5]=[C:6]2[C:10](=[CH:11][CH:12]=1)[CH2:9][C:8](C(OCC)=O)([C:13]([O:15][CH2:16][CH3:17])=[O:14])[CH2:7]2.CS(C)=O. (3) Given the product [OH:25][CH:23]([CH3:24])[CH:18]=[CH:17][C:16]([O:20][CH2:21][CH3:22])=[O:19], predict the reactants needed to synthesize it. The reactants are: CC1(C)CCCC(C)(C)N1.[Li]CCCC.[C:16]([O:20][CH2:21][CH3:22])(=[O:19])[C:17]#[CH:18].[CH:23](=[O:25])[CH3:24]. (4) Given the product [C:25]([C:27]1[CH:56]=[CH:55][C:30]([CH2:31][NH:32][C:33]([CH:35]([O:52][CH3:53])[C:36]2[C:37]([F:51])=[C:38]([O:43][S:44]([C:47]([F:49])([F:48])[F:50])(=[O:46])=[O:45])[CH:39]=[CH:40][C:41]=2[F:42])=[O:34])=[CH:29][CH:28]=1)#[N:26], predict the reactants needed to synthesize it. The reactants are: C(C1C=CC(CNC(=O)C(C2C(F)=CC=C(O)C=2F)OC)=CC=1)#N.[C:25]([C:27]1[CH:56]=[CH:55][C:30]([CH2:31][NH:32][C:33]([CH:35]([O:52][CH2:53]C)[C:36]2[C:37]([F:51])=[C:38]([O:43][S:44]([C:47]([F:50])([F:49])[F:48])(=[O:46])=[O:45])[CH:39]=[CH:40][C:41]=2[F:42])=[O:34])=[CH:29][CH:28]=1)#[N:26]. (5) Given the product [CH3:1][O:2][C:3]1[CH:25]=[CH:24][C:6]2[C:7]([CH2:18][CH2:19][CH2:20][CH2:21][CH2:22][OH:23])=[C:8]([C:12]3[CH:13]=[CH:14][CH:15]=[CH:16][CH:17]=3)[CH2:9][CH2:10][CH2:11][C:5]=2[CH:4]=1, predict the reactants needed to synthesize it. The reactants are: [CH3:1][O:2][C:3]1[CH:25]=[CH:24][C:6]2[C:7]([C:18]#[C:19][CH2:20][CH2:21][CH2:22][OH:23])=[C:8]([C:12]3[CH:17]=[CH:16][CH:15]=[CH:14][CH:13]=3)[CH2:9][CH2:10][CH2:11][C:5]=2[CH:4]=1.[H][H].